This data is from Full USPTO retrosynthesis dataset with 1.9M reactions from patents (1976-2016). The task is: Predict the reactants needed to synthesize the given product. (1) Given the product [CH:20]([Si:19]([CH:26]([CH3:28])[CH3:27])([CH:23]([CH3:25])[CH3:24])[O:12][CH2:11][CH2:10][C:1]1[CH:2]=[C:3]([CH2:7][CH2:8][OH:9])[CH:4]=[CH:5][CH:6]=1)([CH3:22])[CH3:21], predict the reactants needed to synthesize it. The reactants are: [C:1]1([CH2:10][CH2:11][OH:12])[CH:6]=[CH:5][CH:4]=[C:3]([CH2:7][CH2:8][OH:9])[CH:2]=1.N1C=CN=C1.Cl[Si:19]([CH:26]([CH3:28])[CH3:27])([CH:23]([CH3:25])[CH3:24])[CH:20]([CH3:22])[CH3:21]. (2) Given the product [CH3:19][N:20]([C:39]1[CH:44]=[CH:43][CH:42]=[CH:41][CH:40]=1)[C:21](=[N:32][C:33]1[CH:34]=[CH:35][CH:36]=[CH:37][CH:38]=1)[CH:22]=[CH:23][S:24][C:25]1[CH:30]=[CH:29][C:28]([Cl:31])=[CH:27][CH:26]=1, predict the reactants needed to synthesize it. The reactants are: CN(C1C=CC=CC=1)C(=NC1C=CC=CC=1)C#C.[CH3:19][N:20]([C:39]1[CH:44]=[CH:43][CH:42]=[CH:41][CH:40]=1)[C:21](=[N:32][C:33]1[CH:38]=[CH:37][CH:36]=[CH:35][CH:34]=1)[CH:22]=[CH:23][S:24][C:25]1[CH:30]=[CH:29][C:28]([Cl:31])=[CH:27][CH:26]=1.ClC1C=CC(S)=CC=1.